From a dataset of Full USPTO retrosynthesis dataset with 1.9M reactions from patents (1976-2016). Predict the reactants needed to synthesize the given product. (1) Given the product [F:1][C:2]1([F:24])[CH2:7][CH2:6][CH:5]([CH2:8][NH:9][C:10]([C:12]2[C:13]3[CH:14]=[CH:15][C:16]([N:27]4[CH2:28][CH2:30][C@H:33]([CH2:36][CH2:39][OH:41])[CH2:31]4)=[N:17][C:18]=3[CH:19]=[CH:20][C:21]=2[Cl:22])=[O:11])[CH2:4][CH2:3]1, predict the reactants needed to synthesize it. The reactants are: [F:1][C:2]1([F:24])[CH2:7][CH2:6][CH:5]([CH2:8][NH:9][C:10]([C:12]2[C:13]3[CH:14]=[CH:15][C:16](Cl)=[N:17][C:18]=3[CH:19]=[CH:20][C:21]=2[Cl:22])=[O:11])[CH2:4][CH2:3]1.CC[N:27]([CH:31]([CH3:33])C)[CH:28]([CH3:30])C.N1CC[CH:36]([C@H:39]([OH:41])C)C1. (2) The reactants are: [Cl:1][C:2]1[CH:7]=[CH:6][CH:5]=[C:4]([N+:8]([O-])=O)[C:3]=1[C:11]([F:14])([F:13])[F:12].C(O)C.[Cl-].[Ca+2].[Cl-]. Given the product [Cl:1][C:2]1[C:3]([C:11]([F:12])([F:13])[F:14])=[C:4]([NH2:8])[CH:5]=[CH:6][CH:7]=1, predict the reactants needed to synthesize it. (3) Given the product [CH2:1]([O:3][C:4](=[O:22])[CH2:5][C:6]1[CH:11]=[CH:10][CH:9]=[C:8]([CH2:12][N:13]([S:31]([CH3:30])(=[O:33])=[O:32])[CH2:14][C:15]2[CH:16]=[CH:17][C:18]([CH3:21])=[CH:19][CH:20]=2)[CH:7]=1)[CH3:2], predict the reactants needed to synthesize it. The reactants are: [CH2:1]([O:3][C:4](=[O:22])[CH2:5][C:6]1[CH:11]=[CH:10][CH:9]=[C:8]([CH2:12][NH:13][CH2:14][C:15]2[CH:20]=[CH:19][C:18]([CH3:21])=[CH:17][CH:16]=2)[CH:7]=1)[CH3:2].C(N(CC)CC)C.[CH3:30][S:31](Cl)(=[O:33])=[O:32].Cl. (4) Given the product [OH:33][CH2:32][C:29]1[CH:30]=[CH:31][C:26]([NH:25][C:13]([CH:14]2[C:15]3[C:16](=[CH:20][CH:21]=[CH:22][CH:23]=3)[C:17](=[O:19])[N:12]([CH2:11][CH2:10][O:9][CH3:8])[CH:6]2[C:2]2[S:1][CH:5]=[CH:4][CH:3]=2)=[O:24])=[CH:27][CH:28]=1, predict the reactants needed to synthesize it. The reactants are: [S:1]1[CH:5]=[CH:4][CH:3]=[C:2]1[CH:6]=O.[CH3:8][O:9][CH2:10][CH2:11][NH2:12].[C:13]1(=[O:24])[O:19][C:17](=O)[C:16]2=[CH:20][CH:21]=[CH:22][CH:23]=[C:15]2[CH2:14]1.[NH2:25][C:26]1[CH:31]=[CH:30][C:29]([CH2:32][OH:33])=[CH:28][CH:27]=1. (5) The reactants are: BrC[C:3]1[C:4]([NH:10][C:11](=[O:17])[O:12][C:13](C)(C)C)=[N:5][CH:6]=[CH:7][C:8]=1[F:9].O. Given the product [F:9][C:8]1[C:3]2[CH2:13][O:12][C:11](=[O:17])[NH:10][C:4]=2[N:5]=[CH:6][CH:7]=1, predict the reactants needed to synthesize it. (6) Given the product [NH2:1][C:2]1[CH:7]=[C:6]([C:8]2[C:9]([C:21]3[CH:22]=[CH:23][C:24]([F:27])=[CH:25][CH:26]=3)=[N:10][N:11]([C:13]3[CH2:18][CH:17]([CH3:19])[C:16](=[O:20])[NH:15][N:14]=3)[CH:12]=2)[CH:5]=[CH:4][N:3]=1, predict the reactants needed to synthesize it. The reactants are: [NH2:1][C:2]1[CH:7]=[C:6]([C:8]2[C:9]([C:21]3[CH:26]=[CH:25][C:24]([F:27])=[CH:23][CH:22]=3)=[N:10][N:11]([C:13]3[CH:18]=[C:17]([CH3:19])[C:16](=[O:20])[NH:15][N:14]=3)[CH:12]=2)[CH:5]=[CH:4][N:3]=1.NC1C=C(C2C(C3C=CC=CC=3)=NN(C3C=CC(=O)NN=3)C=2)C=CN=1. (7) Given the product [Br:1][C:2]1[CH:11]=[C:10]2[C:5]([CH2:6][C:7]([CH3:14])([CH3:13])[CH2:8]/[C:9]/2=[N:21]\[S:19]([C:16]([CH3:18])([CH3:17])[CH3:15])=[O:20])=[CH:4][CH:3]=1, predict the reactants needed to synthesize it. The reactants are: [Br:1][C:2]1[CH:11]=[C:10]2[C:5]([CH2:6][C:7]([CH3:14])([CH3:13])[CH2:8][C:9]2=O)=[CH:4][CH:3]=1.[CH3:15][C:16]([S:19]([NH2:21])=[O:20])([CH3:18])[CH3:17].C1COCC1.C([O-])(O)=O.[Na+]. (8) The reactants are: [Si]([O:8][CH2:9][C:10]1[CH:11]=[C:12]([C:18]2([C:21]([F:24])([F:23])[F:22])[N:20]=[N:19]2)[CH:13]=[CH:14][C:15]=1[O:16][CH3:17])(C(C)(C)C)(C)C.C(=O)(O)[O-:26].[Na+].[OH-].[K+].[Mn]([O-])(=O)(=O)=O.[K+]. Given the product [CH3:17][O:16][C:15]1[CH:14]=[CH:13][C:12]([C:18]2([C:21]([F:24])([F:23])[F:22])[N:20]=[N:19]2)=[CH:11][C:10]=1[C:9]([OH:8])=[O:26], predict the reactants needed to synthesize it.